This data is from Forward reaction prediction with 1.9M reactions from USPTO patents (1976-2016). The task is: Predict the product of the given reaction. Given the reactants Cl[C:2]1[N:7]=[CH:6][N:5]=[C:4]([C:8]2[CH:9]=[CH:10][C:11]([O:16][CH:17]3[CH2:22][CH2:21][O:20][CH2:19][CH2:18]3)=[C:12]([CH:15]=2)[C:13]#[N:14])[N:3]=1.[N:23]1([CH2:28][CH2:29][O:30][C:31]2[CH:37]=[CH:36][C:34]([NH2:35])=[CH:33][CH:32]=2)[CH2:27][CH2:26][CH2:25][CH2:24]1.CCN(C(C)C)C(C)C, predict the reaction product. The product is: [N:23]1([CH2:28][CH2:29][O:30][C:31]2[CH:32]=[CH:33][C:34]([NH:35][C:2]3[N:7]=[CH:6][N:5]=[C:4]([C:8]4[CH:9]=[CH:10][C:11]([O:16][CH:17]5[CH2:22][CH2:21][O:20][CH2:19][CH2:18]5)=[C:12]([CH:15]=4)[C:13]#[N:14])[N:3]=3)=[CH:36][CH:37]=2)[CH2:27][CH2:26][CH2:25][CH2:24]1.